From a dataset of Reaction yield outcomes from USPTO patents with 853,638 reactions. Predict the reaction yield, written as a fraction of the theoretical maximum amount of product (1.0 means a 100% yield; for example, 0.34 means a 34% yield). (1) The reactants are CO[C:3](=[O:13])[C:4]1[CH:9]=[CH:8][C:7]([Br:10])=[CH:6][C:5]=1[CH2:11]Br.Cl.[NH2:15][CH:16]1[CH2:21][CH2:20][C:19](=[O:22])[NH:18][C:17]1=[O:23].C(N(CC)CC)C. The catalyst is CN(C=O)C. The product is [Br:10][C:7]1[CH:6]=[C:5]2[C:4](=[CH:9][CH:8]=1)[C:3](=[O:13])[N:15]([CH:16]1[CH2:21][CH2:20][C:19](=[O:22])[NH:18][C:17]1=[O:23])[CH2:11]2. The yield is 0.200. (2) The reactants are [Br:1][C:2]1[C:6]2[CH2:7][N:8]([C:11]([O:13][C:14]([CH3:17])([CH3:16])[CH3:15])=[O:12])[CH2:9][CH2:10][C:5]=2[NH:4][N:3]=1.C([O-])([O-])=O.[Cs+].[Cs+].CS(O[C@@H:29]1[CH2:33][CH2:32][O:31][CH2:30]1)(=O)=O. The catalyst is CN(C=O)C. The product is [Br:1][C:2]1[C:6]2[CH2:7][N:8]([C:11]([O:13][C:14]([CH3:17])([CH3:16])[CH3:15])=[O:12])[CH2:9][CH2:10][C:5]=2[N:4]([C@H:29]2[CH2:33][CH2:32][O:31][CH2:30]2)[N:3]=1. The yield is 0.710. (3) The reactants are F[C:2]1[CH:9]=[CH:8][C:5]([C:6]#[N:7])=[CH:4][C:3]=1[C:10]([F:13])([F:12])[F:11].[CH:14]([OH:17])([CH3:16])[CH3:15].CC([O-])(C)C.[K+]. The catalyst is C1COCC1. The product is [CH:14]([O:17][C:2]1[CH:9]=[CH:8][C:5]([C:6]#[N:7])=[CH:4][C:3]=1[C:10]([F:13])([F:12])[F:11])([CH3:16])[CH3:15]. The yield is 0.980. (4) The reactants are Br[C:2]1[CH:3]=[CH:4][CH:5]=[C:6]2[C:11]=1[N:10]=[C:9]([NH:12][C:13]1[CH:18]=[CH:17][C:16]([N:19]3[CH2:24][CH2:23][N:22]([CH3:25])[CH2:21][CH2:20]3)=[CH:15][C:14]=1[O:26][CH3:27])[N:8]=[CH:7]2.CC1(C)C(C)(C)OB([C:36]2[CH:37]=[C:38]([CH:40]=[CH:41][CH:42]=2)[NH2:39])O1.C([O-])([O-])=O.[Na+].[Na+]. The catalyst is O1CCOCC1.O.CC(=O)OCC.C1C=CC(P(C2C=CC=CC=2)[C-]2C=CC=C2)=CC=1.C1C=CC(P(C2C=CC=CC=2)[C-]2C=CC=C2)=CC=1.Cl[Pd]Cl.[Fe+2]. The product is [NH2:39][C:38]1[CH:37]=[C:36]([C:2]2[CH:3]=[CH:4][CH:5]=[C:6]3[C:11]=2[N:10]=[C:9]([NH:12][C:13]2[CH:18]=[CH:17][C:16]([N:19]4[CH2:24][CH2:23][N:22]([CH3:25])[CH2:21][CH2:20]4)=[CH:15][C:14]=2[O:26][CH3:27])[N:8]=[CH:7]3)[CH:42]=[CH:41][CH:40]=1. The yield is 0.758. (5) The reactants are [NH2:1][CH2:2][C:3]1([C:9]([NH:11][O:12][C@@H:13]([CH2:24][C:25]2[CH:30]=[CH:29][C:28]([O:31][CH2:32][C:33]3[CH:38]=[CH:37][CH:36]=[CH:35][CH:34]=3)=[CH:27][CH:26]=2)[C:14]([O:16][CH2:17][C:18]2[CH:23]=[CH:22][CH:21]=[CH:20][CH:19]=2)=[O:15])=[O:10])[CH2:8][CH2:7][CH2:6][CH2:5][CH2:4]1.[CH2:39]([N:46]=[C:47]=[O:48])[C:40]1[CH:45]=[CH:44][CH:43]=[CH:42][CH:41]=1.C(N(CC)CC)C. The catalyst is ClCCl. The product is [CH2:32]([O:31][C:28]1[CH:29]=[CH:30][C:25]([CH2:24][C@H:13]([O:12][NH:11][C:9]([C:3]2([CH2:2][NH:1][C:47]([NH:46][CH2:39][C:40]3[CH:45]=[CH:44][CH:43]=[CH:42][CH:41]=3)=[O:48])[CH2:4][CH2:5][CH2:6][CH2:7][CH2:8]2)=[O:10])[C:14]([O:16][CH2:17][C:18]2[CH:19]=[CH:20][CH:21]=[CH:22][CH:23]=2)=[O:15])=[CH:26][CH:27]=1)[C:33]1[CH:34]=[CH:35][CH:36]=[CH:37][CH:38]=1. The yield is 0.410. (6) The reactants are C[O:2][C:3](=[O:32])[CH:4]([NH:16][C:17]1[CH:22]=[CH:21][CH:20]=[CH:19][C:18]=1[C:23](=[O:31])[C:24]1[CH:29]=[CH:28][CH:27]=[CH:26][C:25]=1[CH3:30])[CH2:5][C:6]1[CH:11]=[CH:10][C:9]([O:12][CH2:13][CH2:14]Br)=[CH:8][CH:7]=1.[CH:33]1[C:45]2[NH:44][C:43]3[C:38](=[CH:39][CH:40]=[CH:41][CH:42]=3)[C:37]=2[CH:36]=[CH:35][CH:34]=1.[OH-].[Na+]. The catalyst is C1C=CC=CC=1.[Br-].C([N+](CCCC)(CCCC)CCCC)CCC. The product is [CH3:30][C:25]1[CH:26]=[CH:27][CH:28]=[CH:29][C:24]=1[C:23]([C:18]1[CH:19]=[CH:20][CH:21]=[CH:22][C:17]=1[NH:16][CH:4]([CH2:5][C:6]1[CH:7]=[CH:8][C:9]([O:12][CH2:13][CH2:14][C:42]2[C:43]3[NH:44][C:45]4[C:37](=[CH:36][CH:35]=[CH:34][CH:33]=4)[C:38]=3[CH:39]=[CH:40][CH:41]=2)=[CH:10][CH:11]=1)[C:3]([OH:2])=[O:32])=[O:31]. The yield is 0.390. (7) The reactants are [NH:1]1[C:5]2[CH:6]=[CH:7][CH:8]=[CH:9][C:4]=2[N:3]=[CH:2]1.[H-].[Na+].[C:12]([O:16][C:17]([N:19]1[CH2:24][CH2:23][CH:22](OS(C2C=CC(C)=CC=2)(=O)=O)[CH2:21][CH2:20]1)=[O:18])([CH3:15])([CH3:14])[CH3:13].O. The catalyst is CN(C)C=O. The product is [C:12]([O:16][C:17]([N:19]1[CH2:24][CH2:23][CH:22]([N:1]2[C:5]3[CH:6]=[CH:7][CH:8]=[CH:9][C:4]=3[N:3]=[CH:2]2)[CH2:21][CH2:20]1)=[O:18])([CH3:15])([CH3:13])[CH3:14]. The yield is 0.250. (8) The reactants are [NH2:1][C:2]1[CH:3]=[CH:4][C:5]([CH3:20])=[C:6]([N:8]2[CH2:19][CH2:18][C:11]3[N:12]=[C:13]([NH:16][CH3:17])[N:14]=[CH:15][C:10]=3[CH2:9]2)[CH:7]=1.[N:21]([C:24]1[CH:29]=[CH:28][CH:27]=[C:26]([C:30]([F:33])([F:32])[F:31])[CH:25]=1)=[C:22]=[O:23].CCCCCC. The catalyst is C1COCC1.O. The product is [CH3:20][C:5]1[CH:4]=[CH:3][C:2]([NH:1][C:22]([NH:21][C:24]2[CH:29]=[CH:28][CH:27]=[C:26]([C:30]([F:31])([F:32])[F:33])[CH:25]=2)=[O:23])=[CH:7][C:6]=1[N:8]1[CH2:19][CH2:18][C:11]2[N:12]=[C:13]([NH:16][CH3:17])[N:14]=[CH:15][C:10]=2[CH2:9]1. The yield is 0.656. (9) The reactants are C([O:3][CH2:4][CH2:5][O:6][NH:7][C:8]([C:10]1[CH:11]=[CH:12][C:13]2[N:14]([CH:25]=[N:26][CH:27]=2)[C:15]=1[NH:16][C:17]1[CH:22]=[CH:21][C:20]([I:23])=[CH:19][C:18]=1[F:24])=[O:9])=C.Cl. The catalyst is CO. The product is [OH:3][CH2:4][CH2:5][O:6][NH:7][C:8]([C:10]1[CH:11]=[CH:12][C:13]2[N:14]([CH:25]=[N:26][CH:27]=2)[C:15]=1[NH:16][C:17]1[CH:22]=[CH:21][C:20]([I:23])=[CH:19][C:18]=1[F:24])=[O:9]. The yield is 0.900. (10) The reactants are [C:1]([O:5][C:6](=[O:28])[C:7]1[C:12]([NH:13][C:14]2[CH:19]=[CH:18][C:17]([Br:20])=[CH:16][C:15]=2[Cl:21])=[C:11]([Cl:22])[C:10]([NH:23][CH2:24][CH:25]([OH:27])[CH3:26])=[N:9][CH:8]=1)([CH3:4])([CH3:3])[CH3:2].CN1CCOCC1. The catalyst is C(#N)C.[Ru]([O-])(=O)(=O)=O.C([N+](CCC)(CCC)CCC)CC. The product is [C:1]([O:5][C:6](=[O:28])[C:7]1[C:12]([NH:13][C:14]2[CH:19]=[CH:18][C:17]([Br:20])=[CH:16][C:15]=2[Cl:21])=[C:11]([Cl:22])[C:10]([NH:23][CH2:24][C:25](=[O:27])[CH3:26])=[N:9][CH:8]=1)([CH3:4])([CH3:2])[CH3:3]. The yield is 0.310.